From a dataset of Reaction yield outcomes from USPTO patents with 853,638 reactions. Predict the reaction yield, written as a fraction of the theoretical maximum amount of product (1.0 means a 100% yield; for example, 0.34 means a 34% yield). (1) The reactants are Cl[C:2]1[CH:3]=[CH:4][N:5]2[C:10]([C:11]=1[CH3:12])=[C:9]([CH:13]1[CH2:15][CH2:14]1)[CH:8]=[C:7]([C:16]([O:18][CH3:19])=[O:17])[C:6]2=[O:20].CC1(C)C(C)(C)OB([C:29]2[CH:33]=[CH:32][N:31]([C:34]([O:36][C:37]([CH3:40])([CH3:39])[CH3:38])=[O:35])[CH:30]=2)O1. No catalyst specified. The product is [C:37]([O:36][C:34]([N:31]1[CH:32]=[CH:33][C:29]([C:2]2[CH:3]=[CH:4][N:5]3[C:10]([C:11]=2[CH3:12])=[C:9]([CH:13]2[CH2:15][CH2:14]2)[CH:8]=[C:7]([C:16]([O:18][CH3:19])=[O:17])[C:6]3=[O:20])=[CH:30]1)=[O:35])([CH3:40])([CH3:38])[CH3:39]. The yield is 0.610. (2) The reactants are [Br:1][C:2]1[CH:7]=[CH:6][C:5](F)=[C:4]([C:9]([F:12])([F:11])[F:10])[CH:3]=1.[CH2:13]([OH:21])[CH2:14][CH2:15][CH2:16][CH2:17][CH2:18][CH2:19][CH3:20]. No catalyst specified. The product is [Br:1][C:2]1[CH:7]=[CH:6][C:5]([O:21][CH2:13][CH2:14][CH2:15][CH2:16][CH2:17][CH2:18][CH2:19][CH3:20])=[C:4]([C:9]([F:12])([F:11])[F:10])[CH:3]=1. The yield is 1.00. (3) The reactants are [CH:1]([N:4]1[C:9]2=[N:10][C:11]([C:14]3[C:15]([CH3:31])=[N:16][C:17]([C:20]4[N:24](C5CCCCO5)[CH:23]=[N:22][N:21]=4)=[CH:18][CH:19]=3)=[CH:12][N:13]=[C:8]2[NH:7][CH2:6][C:5]1=[O:32])([CH3:3])[CH3:2].BrC1C(C)=NC(C2N=CN(C3CCCCO3)N=2)=CC=1.C(N1C2=NC([Sn](C)(C)C)=CN=C2NCC1=O)(C)C.C1(C)C=CC=CC=1P(C1C=CC=CC=1C)C1C=CC=CC=1C.C(N(CC)CC)C. The catalyst is C1C=CC(/C=C/C(/C=C/C2C=CC=CC=2)=O)=CC=1.C1C=CC(/C=C/C(/C=C/C2C=CC=CC=2)=O)=CC=1.C1C=CC(/C=C/C(/C=C/C2C=CC=CC=2)=O)=CC=1.[Pd].[Pd].CN(C)C=O. The product is [CH:1]([N:4]1[C:9]2=[N:10][C:11]([C:14]3[C:15]([CH3:31])=[N:16][C:17]([C:20]4[NH:24][CH:23]=[N:22][N:21]=4)=[CH:18][CH:19]=3)=[CH:12][N:13]=[C:8]2[NH:7][CH2:6][C:5]1=[O:32])([CH3:3])[CH3:2]. The yield is 0.667. (4) The reactants are [Cl:1][C:2]1[CH:7]=[C:6]([N+:8]([O-])=O)[CH:5]=[C:4]([Cl:11])[C:3]=1[C:12]1[CH:17]=[CH:16][C:15]([O:18][CH2:19][CH2:20][CH2:21][C:22]#[N:23])=[CH:14][CH:13]=1.[Cl-].[NH4+].O. The catalyst is CO.[Fe]. The product is [NH2:8][C:6]1[CH:5]=[C:4]([Cl:11])[C:3]([C:12]2[CH:13]=[CH:14][C:15]([O:18][CH2:19][CH2:20][CH2:21][C:22]#[N:23])=[CH:16][CH:17]=2)=[C:2]([Cl:1])[CH:7]=1. The yield is 0.570. (5) The catalyst is CN(C)C=O. The reactants are Br[CH2:2][C:3]([CH:5]1[CH2:7][CH2:6]1)=[O:4].[C:8]([O:12][C:13](=[O:21])[NH:14][CH:15]1[CH2:20][CH2:19][NH:18][CH2:17][CH2:16]1)([CH3:11])([CH3:10])[CH3:9].C(=O)([O-])[O-].[K+].[K+]. The yield is 0.990. The product is [C:8]([O:12][C:13](=[O:21])[NH:14][CH:15]1[CH2:20][CH2:19][N:18]([CH2:2][C:3]([CH:5]2[CH2:7][CH2:6]2)=[O:4])[CH2:17][CH2:16]1)([CH3:11])([CH3:9])[CH3:10]. (6) The reactants are [OH:1][C:2]1[CH:18]=[CH:17][C:5]([CH2:6][C:7]2[CH:12]=[CH:11][CH:10]=[CH:9][C:8]=2[NH:13][C:14](=[O:16])[CH3:15])=[CH:4][CH:3]=1.[C:19]([C:23]([CH2:25][C:26](OCC)=[O:27])=O)([F:22])([F:21])[F:20].CS(O)(=O)=O.[OH-].[Na+]. The catalyst is O. The product is [O:27]=[C:26]1[CH:25]=[C:23]([C:19]([F:22])([F:21])[F:20])[C:18]2[C:2](=[CH:3][CH:4]=[C:5]([CH2:6][C:7]3[CH:12]=[CH:11][CH:10]=[CH:9][C:8]=3[NH:13][C:14](=[O:16])[CH3:15])[CH:17]=2)[O:1]1. The yield is 0.260.